From a dataset of Full USPTO retrosynthesis dataset with 1.9M reactions from patents (1976-2016). Predict the reactants needed to synthesize the given product. (1) Given the product [Cl:1][C:2]1[C:3]([CH2:4][OH:5])=[CH:7][CH:8]=[C:9]([Cl:11])[N:10]=1, predict the reactants needed to synthesize it. The reactants are: [Cl:1][C:2]1[N:10]=[C:9]([Cl:11])[CH:8]=[CH:7][C:3]=1[C:4](O)=[O:5].B.O1CCCC1.O.C(=O)([O-])[O-].[K+].[K+]. (2) Given the product [C:22]([NH:21][S:18]([C:10]1[CH:9]=[C:8]([C:4]2[CH:5]=[CH:6][CH:7]=[C:2]([NH2:1])[CH:3]=2)[C:13]([O:14][CH3:15])=[C:12]([CH:16]=[O:17])[CH:11]=1)(=[O:19])=[O:20])(=[O:29])[C:23]1[CH:28]=[CH:27][CH:26]=[CH:25][CH:24]=1, predict the reactants needed to synthesize it. The reactants are: [NH2:1][C:2]1[CH:3]=[C:4]([C:8]2[C:13]([O:14][CH3:15])=[C:12]([CH:16]=[O:17])[CH:11]=[C:10]([S:18]([NH2:21])(=[O:20])=[O:19])[CH:9]=2)[CH:5]=[CH:6][CH:7]=1.[C:22](Cl)(=[O:29])[C:23]1[CH:28]=[CH:27][CH:26]=[CH:25][CH:24]=1. (3) Given the product [F:18][C:15]1[CH:16]=[CH:17][C:12]([C:10]([N:4]2[CH2:5][CH2:6][CH2:7][C@@H:8]([CH3:9])[C@H:3]2[CH2:2][NH:1][C:25]2[CH:30]=[CH:29][C:28]([C:31]([F:34])([F:33])[F:32])=[CH:27][N:26]=2)=[O:11])=[C:13]([N:19]2[N:23]=[CH:22][CH:21]=[N:20]2)[CH:14]=1, predict the reactants needed to synthesize it. The reactants are: [NH2:1][CH2:2][C@@H:3]1[C@H:8]([CH3:9])[CH2:7][CH2:6][CH2:5][N:4]1[C:10]([C:12]1[CH:17]=[CH:16][C:15]([F:18])=[CH:14][C:13]=1[N:19]1[N:23]=[CH:22][CH:21]=[N:20]1)=[O:11].F[C:25]1[CH:30]=[CH:29][C:28]([C:31]([F:34])([F:33])[F:32])=[CH:27][N:26]=1.